From a dataset of Reaction yield outcomes from USPTO patents with 853,638 reactions. Predict the reaction yield, written as a fraction of the theoretical maximum amount of product (1.0 means a 100% yield; for example, 0.34 means a 34% yield). (1) The reactants are [NH2:1][C:2]1[C:3]2[N:4]([C:8]([C@@H:12]3[CH2:16][CH2:15][CH2:14][N:13]3C(OCC3C=CC=CC=3)=O)=[N:9][C:10]=2Br)[CH:5]=[CH:6][N:7]=1.[S:27]1[C:31]2[CH2:32][CH2:33][CH2:34][CH2:35][C:30]=2[N:29]=[C:28]1[NH:36][C:37](=[O:53])[C:38]1[CH:43]=[CH:42][C:41](B2OC(C)(C)C(C)(C)O2)=[CH:40][CH:39]=1. No catalyst specified. The product is [NH2:1][C:2]1[C:3]2[N:4]([C:8]([C@@H:12]3[CH2:16][CH2:15][CH2:14][NH:13]3)=[N:9][C:10]=2[C:41]2[CH:42]=[CH:43][C:38]([C:37]([NH:36][C:28]3[S:27][C:31]4[CH2:32][CH2:33][CH2:34][CH2:35][C:30]=4[N:29]=3)=[O:53])=[CH:39][CH:40]=2)[CH:5]=[CH:6][N:7]=1. The yield is 0.600. (2) The reactants are [C:1]([NH:9][C:10]1[CH:15]=[CH:14][C:13]([CH:16]([CH2:20][CH:21]2[CH2:25][CH2:24][CH2:23][CH2:22]2)[C:17]([OH:19])=O)=[CH:12][CH:11]=1)(=[O:8])[C:2]1[CH:7]=[CH:6][CH:5]=[CH:4][CH:3]=1.F[P-](F)(F)(F)(F)F.N1(O[P+](N(C)C)(N(C)C)N(C)C)C2C=CC=CC=2N=N1.[NH2:53][C:54]1[S:55][CH:56]=[CH:57][N:58]=1.C(N(CC)C(C)C)(C)C. The catalyst is C(Cl)Cl.O. The product is [CH:21]1([CH2:20][CH:16]([C:13]2[CH:14]=[CH:15][C:10]([NH:9][C:1](=[O:8])[C:2]3[CH:7]=[CH:6][CH:5]=[CH:4][CH:3]=3)=[CH:11][CH:12]=2)[C:17](=[O:19])[NH:53][C:54]2[S:55][CH:56]=[CH:57][N:58]=2)[CH2:25][CH2:24][CH2:23][CH2:22]1. The yield is 0.950. (3) The yield is 0.780. The catalyst is CO. The reactants are C([O:5][C:6](=[O:20])/[CH:7]=[CH:8]/[C:9]1[CH:10]=[N:11][C:12]2[NH:13][C:14](=[O:19])[CH2:15][CH2:16][C:17]=2[CH:18]=1)(C)(C)C.[O:21]1CCOCC1.[OH-].[Na+].Cl. The product is [NH2:13][C:12]1[N:11]=[CH:10][C:9](/[CH:8]=[CH:7]/[C:6]([OH:5])=[O:20])=[CH:18][C:17]=1[CH2:16][CH2:15][C:14]([OH:19])=[O:21].